This data is from Full USPTO retrosynthesis dataset with 1.9M reactions from patents (1976-2016). The task is: Predict the reactants needed to synthesize the given product. Given the product [NH2:1][C:2]1[N:7]=[C:6]([N:8]2[CH2:29][CH2:28][C:11]3([CH2:15][N:14]([C:16]([O:18][C:19]([CH3:22])([CH3:21])[CH3:20])=[O:17])[C@H:13]([C:23]([O:25][CH2:26][CH3:27])=[O:24])[CH2:12]3)[CH2:10][CH2:9]2)[CH:5]=[C:4]([O:30][C@H:31]([C:36]2[CH:41]=[C:40]([CH:53]=[CH:54][CH3:55])[CH:39]=[CH:38][C:37]=2[C:43]2[CH:48]=[CH:47][CH:46]=[C:45]([S:49]([CH3:52])(=[O:51])=[O:50])[CH:44]=2)[C:32]([F:35])([F:34])[F:33])[N:3]=1, predict the reactants needed to synthesize it. The reactants are: [NH2:1][C:2]1[N:7]=[C:6]([N:8]2[CH2:29][CH2:28][C:11]3([CH2:15][N:14]([C:16]([O:18][C:19]([CH3:22])([CH3:21])[CH3:20])=[O:17])[C@H:13]([C:23]([O:25][CH2:26][CH3:27])=[O:24])[CH2:12]3)[CH2:10][CH2:9]2)[CH:5]=[C:4]([O:30][C@H:31]([C:36]2[CH:41]=[C:40](Cl)[CH:39]=[CH:38][C:37]=2[C:43]2[CH:48]=[CH:47][CH:46]=[C:45]([S:49]([CH3:52])(=[O:51])=[O:50])[CH:44]=2)[C:32]([F:35])([F:34])[F:33])[N:3]=1.[CH2:53]([Sn](CCCC)(CCCC)C=CC)[CH2:54][CH2:55]C.[F-].[Cs+].